From a dataset of Full USPTO retrosynthesis dataset with 1.9M reactions from patents (1976-2016). Predict the reactants needed to synthesize the given product. (1) Given the product [C:9]([N:3]1[C@@H:2]([CH3:1])[C:6](=[O:7])[O:5][C:4]1=[O:8])(=[O:19])[CH2:10][CH2:11][CH2:12][CH2:13][CH2:14][CH2:15][CH2:16][CH2:17][CH3:18], predict the reactants needed to synthesize it. The reactants are: [CH3:1][C@H:2]1[C:6](=[O:7])[O:5][C:4](=[O:8])[NH:3]1.[C:9](Cl)(=[O:19])[CH2:10][CH2:11][CH2:12][CH2:13][CH2:14][CH2:15][CH2:16][CH2:17][CH3:18].CN1CCOCC1. (2) Given the product [CH3:1][C:2]1[CH:13]=[C:5]2[N:6]=[CH:7][C:8]([C:10]([OH:14])=[O:11])=[CH:9][N:4]2[N:3]=1, predict the reactants needed to synthesize it. The reactants are: [CH3:1][C:2]1[CH:13]=[C:5]2[N:6]=[CH:7][C:8]([C:10](N)=[O:11])=[CH:9][N:4]2[N:3]=1.[OH-:14].[Na+].O. (3) Given the product [OH:1][CH:2]1[CH2:23][N:22]([S:30]([C:29]2[N:25]([CH3:24])[N:26]=[CH:27][CH:28]=2)(=[O:32])=[O:31])[CH2:21][CH2:20][C:3]21[C:7](=[O:8])[N:6]([C:9]1[CH:14]=[CH:13][C:12]([CH2:15][C:16]([F:19])([F:17])[F:18])=[CH:11][CH:10]=1)[CH2:5][CH2:4]2, predict the reactants needed to synthesize it. The reactants are: [OH:1][CH:2]1[CH2:23][NH:22][CH2:21][CH2:20][C:3]21[C:7](=[O:8])[N:6]([C:9]1[CH:14]=[CH:13][C:12]([CH2:15][C:16]([F:19])([F:18])[F:17])=[CH:11][CH:10]=1)[CH2:5][CH2:4]2.[CH3:24][N:25]1[C:29]([S:30](Cl)(=[O:32])=[O:31])=[CH:28][CH:27]=[N:26]1. (4) The reactants are: [C:1](OC(OC(OC(C)(C)C)=O)=O)([CH3:4])(C)[CH3:2].C([N:18]([CH2:21][CH3:22])[CH2:19][CH3:20])C.C[OH:24]. Given the product [CH2:4]1[C:1]2([CH2:20][CH2:19][NH:18][CH2:21][C@H:22]2[OH:24])[CH2:2]1, predict the reactants needed to synthesize it. (5) Given the product [OH:4][N:3]=[CH:2][C:1]([NH:17][CH2:16][CH2:15][CH2:14][N:9]1[CH2:13][CH2:12][CH2:11][CH2:10]1)=[O:6], predict the reactants needed to synthesize it. The reactants are: [C:1]([O:6]CC)(=O)[CH:2]=[N:3][OH:4].[N:9]1([CH2:14][CH2:15][CH2:16][NH2:17])[CH2:13][CH2:12][CH2:11][CH2:10]1. (6) Given the product [Br:1][C:2]1[CH:3]=[C:4]([O:11][CH3:12])[CH:5]=[C:6]2[C:7]=1[NH:8][CH:15]=[CH:14]2, predict the reactants needed to synthesize it. The reactants are: [Br:1][C:2]1[CH:3]=[C:4]([O:11][CH3:12])[CH:5]=[CH:6][C:7]=1[N+:8]([O-])=O.Br[C:14]1C(OC)=CC=C2[C:15]=1C=CN2. (7) Given the product [CH3:35][N:13]1[CH:12]([C:14]2[CH:21]=[CH:20][C:17]([C:18]#[N:19])=[CH:16][C:15]=2[S:22][CH3:23])[C:11]2[C:10](=[O:24])[CH2:9][CH2:8][CH2:7][C:6]=2[N:5]([C:25]2[CH:30]=[CH:29][CH:28]=[C:27]([C:31]([F:34])([F:33])[F:32])[CH:26]=2)[C:4]1=[O:3], predict the reactants needed to synthesize it. The reactants are: CI.[O:3]=[C:4]1[NH:13][CH:12]([C:14]2[CH:21]=[CH:20][C:17]([C:18]#[N:19])=[CH:16][C:15]=2[S:22][CH3:23])[C:11]2[C:10](=[O:24])[CH2:9][CH2:8][CH2:7][C:6]=2[N:5]1[C:25]1[CH:30]=[CH:29][CH:28]=[C:27]([C:31]([F:34])([F:33])[F:32])[CH:26]=1.[C:35](=O)([O-])[O-].[Cs+].[Cs+]. (8) Given the product [Cl:13][C:14]1[CH:18]=[CH:17][S:16][C:15]=1[C:19](=[O:20])[CH2:1][C:2]1[CH:7]=[CH:6][N:5]=[CH:4][CH:3]=1, predict the reactants needed to synthesize it. The reactants are: [CH3:1][C:2]1[CH:7]=[CH:6][N:5]=[CH:4][CH:3]=1.C([Li])CCC.[Cl:13][C:14]1[CH:18]=[CH:17][S:16][C:15]=1[C:19](OC)=[O:20]. (9) Given the product [O:21]1[CH2:22][CH2:23][N:18]([C:2]2[N:7]=[C:6]([O:8][C:9]3[CH:13]=[CH:12][S:11][C:10]=3[C:14]([O:16][CH3:17])=[O:15])[CH:5]=[CH:4][N:3]=2)[CH2:19][CH2:20]1, predict the reactants needed to synthesize it. The reactants are: Cl[C:2]1[N:7]=[C:6]([O:8][C:9]2[CH:13]=[CH:12][S:11][C:10]=2[C:14]([O:16][CH3:17])=[O:15])[CH:5]=[CH:4][N:3]=1.[NH:18]1[CH2:23][CH2:22][O:21][CH2:20][CH2:19]1.